Dataset: Catalyst prediction with 721,799 reactions and 888 catalyst types from USPTO. Task: Predict which catalyst facilitates the given reaction. (1) Reactant: [NH2:1][CH:2]([C:6]([SH:9])([CH3:8])[CH3:7])[C:3]([OH:5])=[O:4].[C:10](O[C:10]([O:12][C:13]([CH3:16])([CH3:15])[CH3:14])=[O:11])([O:12][C:13]([CH3:16])([CH3:15])[CH3:14])=[O:11]. Product: [C:13]([O:12][C:10]([NH:1][CH:2]([C:6]([SH:9])([CH3:8])[CH3:7])[C:3]([OH:5])=[O:4])=[O:11])([CH3:16])([CH3:15])[CH3:14]. The catalyst class is: 554. (2) Product: [CH3:32][CH:31]([CH3:33])[CH2:30][CH2:29][NH:1][C:2]1[S:3][CH:4]=[C:5]([C:7]2[CH:8]=[CH:9][C:10]([C:11]#[N:12])=[CH:13][CH:14]=2)[N:6]=1. Reactant: [NH2:1][C:2]1[S:3][CH:4]=[C:5]([C:7]2[CH:14]=[CH:13][C:10]([C:11]#[N:12])=[CH:9][CH:8]=2)[N:6]=1.C(O[BH-](OC(=O)C)OC(=O)C)(=O)C.[Na+].[CH:29](=O)[CH2:30][CH:31]([CH3:33])[CH3:32].C(O)(=O)C. The catalyst class is: 26. (3) Reactant: [NH2:1][C:2]1[CH:10]=[C:9]([Cl:11])[CH:8]=[C:7]([Cl:12])[C:3]=1[C:4](O)=[O:5].Cl.C[N:15](C)CCCN=C=NCC.ON1C2C=CC=CC=2N=N1.CN1CCOCC1.[OH-].[NH4+]. Product: [NH2:1][C:2]1[CH:10]=[C:9]([Cl:11])[CH:8]=[C:7]([Cl:12])[C:3]=1[C:4]([NH2:15])=[O:5]. The catalyst class is: 1. (4) Reactant: [Br:1][C:2]1[CH:10]=[C:9]2[C:5]([CH2:6][CH2:7][C:8]2=[O:11])=[CH:4][CH:3]=1.C[Si](Cl)(C)C.[CH3:17][CH2:18][O:19][CH2:20][CH:21](Cl)Cl. Product: [Br:1][C:2]1[CH:10]=[C:9]2[C:5](=[CH:4][CH:3]=1)[C:6]1([CH2:21][CH2:20][O:19][CH2:18][CH2:17]1)[CH2:7][C:8]2=[O:11]. The catalyst class is: 1. (5) Reactant: [N:1]1([CH2:11][CH2:12][N:13]([CH3:15])[CH3:14])[C:10]2[C:5](=[CH:6][CH:7]=[CH:8][CH:9]=2)[CH2:4][CH2:3][CH2:2]1.OS(O)(=O)=O.[N+:21]([O-])([OH:23])=[O:22].[OH-].[Na+]. Product: [CH3:14][N:13]([CH3:15])[CH2:12][CH2:11][N:1]1[C:10]2[C:5](=[CH:6][CH:7]=[C:8]([N+:21]([O-:23])=[O:22])[CH:9]=2)[CH2:4][CH2:3][CH2:2]1. The catalyst class is: 6. (6) Reactant: [NH2:1][CH:2]([CH2:7][S:8][CH2:9][C:10]1[CH:15]=[CH:14][CH:13]=[CH:12][CH:11]=1)[C:3]([O:5]C)=[O:4].[NH2:16][CH:17]([CH2:20][S:21][CH2:22][C:23]1[CH:28]=[CH:27][CH:26]=[CH:25][CH:24]=1)[CH2:18][OH:19]. Product: [NH2:1][CH:2]([CH2:7][S:8][CH2:9][C:10]1[CH:15]=[CH:14][CH:13]=[CH:12][CH:11]=1)[C:3]([OH:5])=[O:4].[NH2:16][CH:17]([CH2:20][S:21][CH2:22][C:23]1[CH:28]=[CH:27][CH:26]=[CH:25][CH:24]=1)[CH2:18][OH:19]. The catalyst class is: 5. (7) Reactant: [C:1]([O:5][C:6](=[O:20])[NH:7][CH2:8][CH2:9][N:10]1[C:18]2[C:17](Cl)=[N:16][CH:15]=[N:14][C:13]=2[CH:12]=[CH:11]1)([CH3:4])([CH3:3])[CH3:2].[CH3:21][C:22]1[CH:23]=[C:24]([CH:26]=[CH:27][C:28]=1[O:29][C:30]1[CH:35]=[CH:34][CH:33]=[C:32](/[CH:36]=[CH:37]/[CH:38]([CH3:40])[CH3:39])[CH:31]=1)[NH2:25].C(=O)([O-])O.[Na+]. Product: [C:1]([O:5][C:6](=[O:20])[NH:7][CH2:8][CH2:9][N:10]1[C:18]2[C:17]([NH:25][C:24]3[CH:26]=[CH:27][C:28]([O:29][C:30]4[CH:35]=[CH:34][CH:33]=[C:32](/[CH:36]=[CH:37]/[CH:38]([CH3:39])[CH3:40])[CH:31]=4)=[C:22]([CH3:21])[CH:23]=3)=[N:16][CH:15]=[N:14][C:13]=2[CH:12]=[CH:11]1)([CH3:4])([CH3:3])[CH3:2]. The catalyst class is: 32.